This data is from Catalyst prediction with 721,799 reactions and 888 catalyst types from USPTO. The task is: Predict which catalyst facilitates the given reaction. (1) Reactant: [Cl:1][C:2]1[CH:7]=[CH:6][CH:5]=[C:4]([Cl:8])[C:3]=1[NH:9][C:10]([NH:12][C:13]1[CH:17]=[C:16]([C:18]2[CH:19]=[N:20][CH:21]=[CH:22][CH:23]=2)[S:15][C:14]=1[C:24](O)=[O:25])=[O:11].CN(C(ON1N=NC2C=CC=NC1=2)=[N+](C)C)C.F[P-](F)(F)(F)(F)F.CCN(C(C)C)C(C)C.Cl.[NH2:61][C@@H:62]([CH:67]1[CH2:72][CH2:71][CH2:70][CH2:69][CH2:68]1)[C:63]([O:65][CH3:66])=[O:64]. Product: [CH:67]1([C@H:62]([NH:61][C:24]([C:14]2[S:15][C:16]([C:18]3[CH:19]=[N:20][CH:21]=[CH:22][CH:23]=3)=[CH:17][C:13]=2[NH:12][C:10]([NH:9][C:3]2[C:2]([Cl:1])=[CH:7][CH:6]=[CH:5][C:4]=2[Cl:8])=[O:11])=[O:25])[C:63]([O:65][CH3:66])=[O:64])[CH2:72][CH2:71][CH2:70][CH2:69][CH2:68]1. The catalyst class is: 3. (2) Reactant: [F:1][C:2]1[CH:10]=[C:9]([N+:11]([O-:13])=[O:12])[CH:8]=[CH:7][C:3]=1[C:4](O)=[O:5].Cl.[CH3:15][NH:16][CH3:17].C1C=CC2N(O)N=NC=2C=1.CCN=C=NCCCN(C)C. Product: [F:1][C:2]1[CH:10]=[C:9]([N+:11]([O-:13])=[O:12])[CH:8]=[CH:7][C:3]=1[C:4]([N:16]([CH3:17])[CH3:15])=[O:5]. The catalyst class is: 3.